From a dataset of Full USPTO retrosynthesis dataset with 1.9M reactions from patents (1976-2016). Predict the reactants needed to synthesize the given product. The reactants are: [Cl:1][C:2]1[CH:8]=[C:7]([O:9][C:10]2[C:19]3[C:14](=[CH:15][C:16]([O:22][CH3:23])=[C:17]([O:20][CH3:21])[CH:18]=3)[N:13]=[CH:12][N:11]=2)[CH:6]=[CH:5][C:3]=1[NH2:4].ClC(Cl)(O[C:28](=[O:34])OC(Cl)(Cl)Cl)Cl.[F:36][C:37]1[CH:44]=[C:43]([F:45])[CH:42]=[CH:41][C:38]=1[CH2:39][NH2:40]. Given the product [Cl:1][C:2]1[CH:8]=[C:7]([O:9][C:10]2[C:19]3[C:14](=[CH:15][C:16]([O:22][CH3:23])=[C:17]([O:20][CH3:21])[CH:18]=3)[N:13]=[CH:12][N:11]=2)[CH:6]=[CH:5][C:3]=1[NH:4][C:28]([NH:40][CH2:39][C:38]1[CH:41]=[CH:42][C:43]([F:45])=[CH:44][C:37]=1[F:36])=[O:34], predict the reactants needed to synthesize it.